This data is from Reaction yield outcomes from USPTO patents with 853,638 reactions. The task is: Predict the reaction yield, written as a fraction of the theoretical maximum amount of product (1.0 means a 100% yield; for example, 0.34 means a 34% yield). (1) The reactants are [Cl:1][C:2]1[CH:30]=[CH:29][C:5]([CH2:6][C:7]2[N:8]=[C:9]([C:23]3[CH:28]=[CH:27][N:26]=[CH:25][CH:24]=3)[S:10][C:11]=2[C:12]2[N:16](S(N(C)C)(=O)=O)[CH:15]=[N:14][CH:13]=2)=[CH:4][CH:3]=1.C(=O)(O)[O-].[Na+]. The catalyst is Br.O.C(Cl)Cl. The product is [Cl:1][C:2]1[CH:30]=[CH:29][C:5]([CH2:6][C:7]2[N:8]=[C:9]([C:23]3[CH:28]=[CH:27][N:26]=[CH:25][CH:24]=3)[S:10][C:11]=2[C:12]2[NH:16][CH:15]=[N:14][CH:13]=2)=[CH:4][CH:3]=1. The yield is 0.270. (2) The product is [OH:8][C:9]1[CH:18]=[C:17]2[C:12]([C:13](=[O:27])[N:14]([CH2:19][O:20][C:21](=[O:26])[C:22]([CH3:23])([CH3:24])[CH3:25])[CH:15]=[N:16]2)=[CH:11][C:10]=1[O:28][CH3:29]. The catalyst is [Pd].C(OCC)(=O)C.CN(C=O)C.CO.C(O)(=O)C. The reactants are C([O:8][C:9]1[CH:18]=[C:17]2[C:12]([C:13](=[O:27])[N:14]([CH2:19][O:20][C:21](=[O:26])[C:22]([CH3:25])([CH3:24])[CH3:23])[CH:15]=[N:16]2)=[CH:11][C:10]=1[O:28][CH3:29])C1C=CC=CC=1. The yield is 0.800. (3) The reactants are [C:1](Cl)(Cl)=[O:2].[O:5]1[CH2:10][CH2:9][CH:8]([N:11]2[CH2:15][CH2:14][NH:13][C:12]2=[O:16])[CH2:7][CH2:6]1.N1C=CC=CC=1.[F:23][C:24]1[C:30]([CH3:31])=[C:29]([O:32][C:33]2[CH:38]=[CH:37][N:36]=[C:35]([C:39]3[CH:40]=[N:41][N:42]([CH3:44])[CH:43]=3)[CH:34]=2)[CH:28]=[CH:27][C:25]=1[NH2:26].CCN(C(C)C)C(C)C. The catalyst is C(Cl)Cl. The product is [F:23][C:24]1[C:30]([CH3:31])=[C:29]([O:32][C:33]2[CH:38]=[CH:37][N:36]=[C:35]([C:39]3[CH:40]=[N:41][N:42]([CH3:44])[CH:43]=3)[CH:34]=2)[CH:28]=[CH:27][C:25]=1[NH:26][C:12]([N:13]1[CH2:14][CH2:15][N:11]([CH:8]2[CH2:7][CH2:6][O:5][CH2:10][CH2:9]2)[C:1]1=[O:2])=[O:16]. The yield is 0.760. (4) The reactants are [N:1]1([CH2:6][C:7]2[CH:8]=[C:9](Br)[C:10]([O:13][CH:14](F)F)=[N:11][CH:12]=2)[CH:5]=[N:4][CH:3]=[N:2]1.CC(C)([O-])C.[Na+].C1(P(C2CCCCC2)C2C=CC=CC=2C2C=CC=CC=2N(C)C)CCCCC1.[Cl:52][C:53]1[CH:54]=[N:55][NH:56][CH:57]=1. The catalyst is C1(C)C=CC=CC=1.C1C=CC(/C=C/C(/C=C/C2C=CC=CC=2)=O)=CC=1.C1C=CC(/C=C/C(/C=C/C2C=CC=CC=2)=O)=CC=1.C1C=CC(/C=C/C(/C=C/C2C=CC=CC=2)=O)=CC=1.[Pd].[Pd]. The product is [N:1]1([CH2:6][C:7]2[CH:8]=[C:9]([N:55]3[CH:54]=[C:53]([Cl:52])[CH:57]=[N:56]3)[C:10]([O:13][CH3:14])=[N:11][CH:12]=2)[CH:5]=[N:4][CH:3]=[N:2]1. The yield is 0.460. (5) The reactants are [H-].[Na+].[Br:3][C:4]1[CH:9]=[CH:8][C:7]([OH:10])=[CH:6][CH:5]=1.[CH3:11][C:12]([CH3:17])=[CH:13][C:14](Cl)=[O:15].C(OCC)(=O)C. The catalyst is O1CCCC1.[Cl-].[Na+].O.CCCCCC. The product is [Br:3][C:4]1[CH:9]=[CH:8][C:7]([O:10][C:14](=[O:15])[CH:13]=[C:12]([CH3:17])[CH3:11])=[CH:6][CH:5]=1. The yield is 0.590. (6) The catalyst is CC(N(C)C)=O. The reactants are Cl[C:2]1[CH:7]=[N:6][CH:5]=[C:4]([Cl:8])[N:3]=1.[CH3:9][O:10][CH2:11][CH:12]1[CH2:16][CH2:15][CH2:14][NH:13]1.C(=O)([O-])[O-].[K+].[K+].O. The yield is 0.800. The product is [Cl:8][C:4]1[CH:5]=[N:6][CH:7]=[C:2]([N:13]2[CH2:14][CH2:15][CH2:16][CH:12]2[CH2:11][O:10][CH3:9])[N:3]=1. (7) The reactants are C[O:2][C:3]1[C:11]([O:12][CH3:13])=[C:10]([O:14][CH3:15])[CH:9]=[CH:8][C:4]=1[C:5]([OH:7])=[O:6].B(Br)(Br)Br.C([O-])(O)=O.[Na+].Cl. The catalyst is C(Cl)Cl. The product is [OH:2][C:3]1[C:11]([O:12][CH3:13])=[C:10]([O:14][CH3:15])[CH:9]=[CH:8][C:4]=1[C:5]([OH:7])=[O:6]. The yield is 0.622.